Dataset: Catalyst prediction with 721,799 reactions and 888 catalyst types from USPTO. Task: Predict which catalyst facilitates the given reaction. (1) Reactant: [N+:1]([C:4]1[C:5]([O:19][CH3:20])=[C:6]([C:11]2[O:15][C:14]([C:16]([OH:18])=[O:17])=[CH:13][CH:12]=2)[CH:7]=[C:8]([CH3:10])[CH:9]=1)([O-])=O.C([O-])=O.[NH4+]. Product: [NH2:1][C:4]1[C:5]([O:19][CH3:20])=[C:6]([C:11]2[O:15][C:14]([C:16]([OH:18])=[O:17])=[CH:13][CH:12]=2)[CH:7]=[C:8]([CH3:10])[CH:9]=1. The catalyst class is: 78. (2) Product: [F:1][C:2]1([F:37])[O:6][C:5]2[CH:7]=[CH:8][C:9]([C:11]3([C:14]([NH:16][C@H:17]4[C:26]5[C:21](=[CH:22][C:23]([CH3:27])=[CH:24][CH:25]=5)[O:20][C@@H:19]([C:28]5[CH:36]=[CH:35][CH:34]=[C:30]([C:31]([N:62]6[CH2:66][CH2:65][C@@H:64]([OH:67])[CH2:63]6)=[O:32])[CH:29]=5)[CH2:18]4)=[O:15])[CH2:13][CH2:12]3)=[CH:10][C:4]=2[O:3]1. The catalyst class is: 44. Reactant: [F:1][C:2]1([F:37])[O:6][C:5]2[CH:7]=[CH:8][C:9]([C:11]3([C:14]([NH:16][C@H:17]4[C:26]5[C:21](=[CH:22][C:23]([CH3:27])=[CH:24][CH:25]=5)[O:20][C@@H:19]([C:28]5[CH:29]=[C:30]([CH:34]=[CH:35][CH:36]=5)[C:31](O)=[O:32])[CH2:18]4)=[O:15])[CH2:13][CH2:12]3)=[CH:10][C:4]=2[O:3]1.CN(C(ON1N=NC2C=CC=NC1=2)=[N+](C)C)C.F[P-](F)(F)(F)(F)F.[NH:62]1[CH2:66][CH2:65][C@@H:64]([OH:67])[CH2:63]1. (3) Reactant: [OH:1][C:2]1[CH:3]=[C:4]2[C:9](=[CH:10][CH:11]=1)[CH:8]=[C:7]([C:12]#[N:13])[CH:6]=[CH:5]2.[C:14]([C@@H:18]1[CH2:23][CH2:22][C@H:21](O)[CH2:20][CH2:19]1)([CH3:17])([CH3:16])[CH3:15].C1C=CC(P(C2C=CC=CC=2)C2C=CC=CC=2)=CC=1.CC(OC(/N=N/C(OC(C)C)=O)=O)C. Product: [C:14]([C@H:18]1[CH2:23][CH2:22][C@H:21]([O:1][C:2]2[CH:3]=[C:4]3[C:9](=[CH:10][CH:11]=2)[CH:8]=[C:7]([C:12]#[N:13])[CH:6]=[CH:5]3)[CH2:20][CH2:19]1)([CH3:17])([CH3:16])[CH3:15]. The catalyst class is: 226. (4) Reactant: [C:1]([O:5][C:6]([N:8]1[CH2:13][CH2:12][CH:11]([O:14][C:15]2[C:20]([C:21]([O:23]C)=[O:22])=[CH:19][C:18]([N+:25]([O-:27])=[O:26])=[CH:17][C:16]=2[Cl:28])[CH2:10][CH2:9]1)=[O:7])([CH3:4])([CH3:3])[CH3:2].CCCCCC. Product: [C:1]([O:5][C:6]([N:8]1[CH2:9][CH2:10][CH:11]([O:14][C:15]2[C:20]([C:21]([OH:23])=[O:22])=[CH:19][C:18]([N+:25]([O-:27])=[O:26])=[CH:17][C:16]=2[Cl:28])[CH2:12][CH2:13]1)=[O:7])([CH3:4])([CH3:2])[CH3:3]. The catalyst class is: 33. (5) Reactant: COC1C=C(OC)C=CC=1C[N:6]([C:30]1[CH:35]=[CH:34][N:33]=[CH:32][N:31]=1)[S:7]([C:10]1[CH:15]=[CH:14][C:13]([O:16][C@H:17]2[CH2:21][CH2:20][CH2:19][C@@H:18]2[C:22]2[N:26]([CH3:27])[N:25]=[CH:24][CH:23]=2)=[C:12]([CH3:28])[C:11]=1[F:29])(=[O:9])=[O:8].C([SiH](CC)CC)C.FC(F)(F)C(O)=O. Product: [F:29][C:11]1[C:12]([CH3:28])=[C:13]([O:16][C@H:17]2[CH2:21][CH2:20][CH2:19][C@@H:18]2[C:22]2[N:26]([CH3:27])[N:25]=[CH:24][CH:23]=2)[CH:14]=[CH:15][C:10]=1[S:7]([NH:6][C:30]1[CH:35]=[CH:34][N:33]=[CH:32][N:31]=1)(=[O:8])=[O:9]. The catalyst class is: 4.